This data is from Full USPTO retrosynthesis dataset with 1.9M reactions from patents (1976-2016). The task is: Predict the reactants needed to synthesize the given product. (1) Given the product [C:51]([O:50][C:47]1[CH:46]=[CH:45][C:44]([CH2:43][C@H:39]([NH:38][C:36](=[O:37])[O:35][CH2:34][CH:32]2[C:33]3[CH:21]=[CH:22][CH:23]=[CH:24][C:25]=3[C:26]3[C:31]2=[CH:30][CH:29]=[CH:28][CH:27]=3)[C:40]([N:6]([CH2:5][CH:4]([O:3][CH2:1][CH3:2])[O:18][CH2:19][CH3:20])[CH2:7][C:8]2[C:17]3[C:12](=[CH:13][CH:14]=[CH:15][CH:16]=3)[CH:11]=[CH:10][CH:9]=2)=[O:41])=[CH:49][CH:48]=1)([CH3:54])([CH3:52])[CH3:53], predict the reactants needed to synthesize it. The reactants are: [CH2:1]([O:3][CH:4]([O:18][CH2:19][CH3:20])[CH2:5][NH:6][CH2:7][C:8]1[C:17]2[C:12](=[CH:13][CH:14]=[CH:15][CH:16]=2)[CH:11]=[CH:10][CH:9]=1)[CH3:2].[CH:21]1[C:33]2[CH:32]([CH2:34][O:35][C:36]([NH:38][C@@H:39]([CH2:43][C:44]3[CH:49]=[CH:48][C:47]([O:50][C:51]([CH3:54])([CH3:53])[CH3:52])=[CH:46][CH:45]=3)[C:40](O)=[O:41])=[O:37])[C:31]3[C:26](=[CH:27][CH:28]=[CH:29][CH:30]=3)[C:25]=2[CH:24]=[CH:23][CH:22]=1. (2) Given the product [CH:18]1([CH2:17][NH:16][C:14]([C:13]2[CH:21]=[CH:22][C:10]([C:8]3[CH:7]=[CH:6][C:5]4[N:4]([N:3]=[C:2]([NH:1][C:31]5[CH:32]=[CH:33][C:28]([C:27]([NH:26][CH2:24][CH3:25])=[O:41])=[CH:29][C:30]=5[O:35][CH2:36][C:37]([F:38])([F:39])[F:40])[N:23]=4)[CH:9]=3)=[CH:11][CH:12]=2)=[O:15])[CH2:19][CH2:20]1, predict the reactants needed to synthesize it. The reactants are: [NH2:1][C:2]1[N:23]=[C:5]2[CH:6]=[CH:7][C:8]([C:10]3[CH:22]=[CH:21][C:13]([C:14]([NH:16][CH2:17][CH:18]4[CH2:20][CH2:19]4)=[O:15])=[CH:12][CH:11]=3)=[CH:9][N:4]2[N:3]=1.[CH2:24]([NH:26][C:27](=[O:41])[C:28]1[CH:33]=[CH:32][C:31](I)=[C:30]([O:35][CH2:36][C:37]([F:40])([F:39])[F:38])[CH:29]=1)[CH3:25].CC(C1C=C(C(C)C)C(C2C=CC=CC=2P(C2CCCCC2)C2CCCCC2)=C(C(C)C)C=1)C.CC(C)([O-])C.[Na+].